From a dataset of Catalyst prediction with 721,799 reactions and 888 catalyst types from USPTO. Predict which catalyst facilitates the given reaction. (1) Reactant: [C:1]([O:5][C:6]([N:8]1[CH2:15][CH2:14][CH2:13][C@@H:9]1[C:10]([OH:12])=O)=[O:7])([CH3:4])([CH3:3])[CH3:2].[CH2:16](Cl)[CH2:17]Cl.[CH:20]1[CH:21]=[CH:22]C2N(O)N=N[C:24]=2[CH:25]=1.C[N:31]1[CH2:36][CH2:35]OCC1.[CH2:37](Cl)Cl. Product: [C:1]([O:5][C:6]([N:8]1[CH2:15][CH2:14][CH2:13][C@@H:9]1[C:10]([NH:31][C:36]12[CH2:35][CH:25]3[CH2:20][CH:21]([CH2:16][CH:17]([CH2:24]3)[CH2:37]1)[CH2:22]2)=[O:12])=[O:7])([CH3:2])([CH3:3])[CH3:4]. The catalyst class is: 142. (2) Reactant: [CH3:1][O:2][C:3]1[CH:12]=[CH:11][CH:10]=[CH:9][C:4]=1[O:5][CH2:6][CH2:7][NH2:8].[O:13]1[CH2:30][CH:14]1[CH2:15][O:16][C:17]1[C:29]2[C:28]3[C:23](=[CH:24][CH:25]=[CH:26][CH:27]=3)[NH:22][C:21]=2[CH:20]=[CH:19][CH:18]=1.O.[C:32]([OH:37])(=[O:36])[C:33]([OH:35])=[O:34]. Product: [C:32]([OH:37])(=[O:36])[C:33]([OH:35])=[O:34].[CH:20]1[C:21]2[NH:22][C:23]3[C:28](=[CH:27][CH:26]=[CH:25][CH:24]=3)[C:29]=2[C:17]([O:16][CH2:15][CH:14]([OH:13])[CH2:30][NH:8][CH2:7][CH2:6][O:5][C:4]2[CH:9]=[CH:10][CH:11]=[CH:12][C:3]=2[O:2][CH3:1])=[CH:18][CH:19]=1. The catalyst class is: 159. (3) Reactant: [O-:1][C:2]#[N:3].[K+].[NH2:5][C:6]1[CH:11]=[C:10]([Cl:12])[CH:9]=[CH:8][C:7]=1[OH:13]. Product: [Cl:12][C:10]1[CH:9]=[CH:8][C:7]([OH:13])=[C:6]([NH:5][C:2]([NH2:3])=[O:1])[CH:11]=1. The catalyst class is: 211. (4) Reactant: Br[C:2]1[C:3]([O:17][CH:18]2[CH2:21][CH2:20][CH2:19]2)=[C:4]2[C:9](=[CH:10][CH:11]=1)[N:8]([C:12]([O:14][CH3:15])=[O:13])[C@@H:7]([CH3:16])[CH2:6][CH2:5]2.CC1(C)C(C)(C)OB([C:30]2[CH:31]=[N:32][N:33]([CH:35]3[CH2:38][N:37]([C:39]([O:41][C:42]([CH3:45])([CH3:44])[CH3:43])=[O:40])[CH2:36]3)[CH:34]=2)O1.C(=O)([O-])[O-].[Cs+].[Cs+]. Product: [C:42]([O:41][C:39]([N:37]1[CH2:38][CH:35]([N:33]2[CH:34]=[C:30]([C:2]3[C:3]([O:17][CH:18]4[CH2:21][CH2:20][CH2:19]4)=[C:4]4[C:9](=[CH:10][CH:11]=3)[N:8]([C:12]([O:14][CH3:15])=[O:13])[C@@H:7]([CH3:16])[CH2:6][CH2:5]4)[CH:31]=[N:32]2)[CH2:36]1)=[O:40])([CH3:45])([CH3:43])[CH3:44]. The catalyst class is: 38. (5) Reactant: [CH:1]1([CH2:7][N:8]2[C:12]([CH3:13])=[C:11]([S:14]([CH2:17][CH:18]3[CH2:20][CH2:19]3)(=[O:16])=[O:15])[CH:10]=[C:9]2[C:21]([O:23]CC)=[O:22])[CH2:6][CH2:5][CH2:4][CH2:3][CH2:2]1.O[Li].O. Product: [CH:1]1([CH2:7][N:8]2[C:12]([CH3:13])=[C:11]([S:14]([CH2:17][CH:18]3[CH2:19][CH2:20]3)(=[O:15])=[O:16])[CH:10]=[C:9]2[C:21]([OH:23])=[O:22])[CH2:6][CH2:5][CH2:4][CH2:3][CH2:2]1. The catalyst class is: 315. (6) Reactant: [OH:1][C:2]1[C@H:11]2[C@H:6]([C@H:7]3[CH2:12][C@@H:10]2[CH2:9][CH2:8]3)[N:5]([CH2:13][CH2:14][CH:15]([CH3:17])[CH3:16])[C:4](=[O:18])[C:3]=1[C:19]1[NH:24][C:23]2[CH:25]=[CH:26][C:27]([NH:29][S:30]([CH3:33])(=[O:32])=[O:31])=[CH:28][C:22]=2[S:21](=[O:35])(=[O:34])[N:20]=1.[C:36](=O)([O-])[O-].[K+].[K+].IC. Product: [OH:1][C:2]1[C@H:11]2[C@H:6]([C@H:7]3[CH2:12][C@@H:10]2[CH2:9][CH2:8]3)[N:5]([CH2:13][CH2:14][CH:15]([CH3:17])[CH3:16])[C:4](=[O:18])[C:3]=1[C:19]1[NH:24][C:23]2[CH:25]=[CH:26][C:27]([N:29]([CH3:36])[S:30]([CH3:33])(=[O:32])=[O:31])=[CH:28][C:22]=2[S:21](=[O:35])(=[O:34])[N:20]=1. The catalyst class is: 9.